From a dataset of Full USPTO retrosynthesis dataset with 1.9M reactions from patents (1976-2016). Predict the reactants needed to synthesize the given product. (1) The reactants are: COC1C=C([C:11](=O)[CH2:12][CH2:13][C:14]([N:16]2[CH2:21][CH2:20][N:19]3CCC[C@H:18]3[CH2:17]2)=O)C=CC=1OC.C(OC(N1CCCCC1C(O)=O)=O)(C)(C)C.[CH3:42][O:43][C:44]1[CH:56]=[CH:55][C:47]([C:48]([CH2:50][CH2:51][C:52]([OH:54])=O)=[O:49])=[CH:46][C:45]=1[F:57]. Given the product [F:57][C:45]1[CH:46]=[C:47]([C:48](=[O:49])[CH2:50][CH2:51][C:52]([N:19]2[CH2:20][CH2:21][N:16]3[CH2:14][CH2:13][CH2:12][CH2:11][CH:17]3[CH2:18]2)=[O:54])[CH:55]=[CH:56][C:44]=1[O:43][CH3:42], predict the reactants needed to synthesize it. (2) Given the product [F:23][C:18]1[CH:17]=[C:16]([CH:21]=[CH:20][C:19]=1[F:22])[O:15][C:5]([CH3:14])([CH2:6][C:7]1[CH:12]=[CH:11][C:10]([O:13][CH2:43][CH2:42][C:27]2[N:28]=[C:29]([C:31]3[CH:36]=[CH:35][C:34]([C:37]4[S:38][CH:39]=[CH:40][CH:41]=4)=[CH:33][CH:32]=3)[O:30][C:26]=2[CH3:25])=[CH:9][CH:8]=1)[C:4]([OH:3])=[O:24], predict the reactants needed to synthesize it. The reactants are: C([O:3][C:4](=[O:24])[C:5]([O:15][C:16]1[CH:21]=[CH:20][C:19]([F:22])=[C:18]([F:23])[CH:17]=1)([CH3:14])[CH2:6][C:7]1[CH:12]=[CH:11][C:10]([OH:13])=[CH:9][CH:8]=1)C.[CH3:25][C:26]1[O:30][C:29]([C:31]2[CH:36]=[CH:35][C:34]([C:37]3[S:38][CH:39]=[CH:40][CH:41]=3)=[CH:33][CH:32]=2)=[N:28][C:27]=1[CH2:42][CH2:43]OS(C1C=CC(C)=CC=1)(=O)=O.C([O-])([O-])=O.[K+].[K+].[OH-].[Na+]. (3) Given the product [F:30][C:16]1[CH:17]=[C:18]2[C:13](=[CH:14][CH:15]=1)[N:12]=[C:11]([CH:9]([NH:8][C:6](=[O:7])[O:5][C:1]([CH3:3])([CH3:4])[CH3:2])[CH3:10])[C:20]([C:21]1[CH:22]=[CH:23][CH:24]=[CH:25][CH:26]=1)=[C:19]2[C:27](=[O:28])[NH:34][CH:31]([CH3:33])[CH3:32], predict the reactants needed to synthesize it. The reactants are: [C:1]([O:5][C:6]([NH:8][CH:9]([C:11]1[C:20]([C:21]2[CH:26]=[CH:25][CH:24]=[CH:23][CH:22]=2)=[C:19]([C:27](O)=[O:28])[C:18]2[C:13](=[CH:14][CH:15]=[C:16]([F:30])[CH:17]=2)[N:12]=1)[CH3:10])=[O:7])([CH3:4])([CH3:3])[CH3:2].[CH:31]([NH2:34])([CH3:33])[CH3:32].CN(C(ON1N=NC2C=CC=NC1=2)=[N+](C)C)C.F[P-](F)(F)(F)(F)F.CCOC(C)=O. (4) The reactants are: [Cl:1][C:2]1[CH:7]=[CH:6][CH:5]=[CH:4][C:3]=1[C:8]1[C:14]2[CH:15]=[C:16]([CH3:20])[C:17]([CH3:19])=[CH:18][C:13]=2[N:12]=[C:11]2[N:21](CC=C)[NH:22][C:23]([CH3:24])=[C:10]2[N:9]=1.O1CCCC1.[H-].C([Al+]CC(C)C)C(C)C. Given the product [Cl:1][C:2]1[CH:7]=[CH:6][CH:5]=[CH:4][C:3]=1[C:8]1[C:14]2[CH:15]=[C:16]([CH3:20])[C:17]([CH3:19])=[CH:18][C:13]=2[N:12]=[C:11]2[NH:21][NH:22][C:23]([CH3:24])=[C:10]2[N:9]=1, predict the reactants needed to synthesize it. (5) Given the product [CH2:23]([O:1][C:2]1[CH:11]=[C:6]([C:7]([O:9][CH3:10])=[O:8])[CH:5]=[C:4]([CH:3]=1)[C:12]([O:14][CH3:15])=[O:13])[CH2:24][CH2:25][CH3:26], predict the reactants needed to synthesize it. The reactants are: [OH:1][C:2]1[CH:3]=[C:4]([C:12]([O:14][CH3:15])=[O:13])[CH:5]=[C:6]([CH:11]=1)[C:7]([O:9][CH3:10])=[O:8].C(=O)([O-])[O-].[Cs+].[Cs+].I[CH2:23][CH2:24][CH2:25][CH3:26].